Dataset: Reaction yield outcomes from USPTO patents with 853,638 reactions. Task: Predict the reaction yield, written as a fraction of the theoretical maximum amount of product (1.0 means a 100% yield; for example, 0.34 means a 34% yield). (1) The reactants are [C:1]([C:3]1[CH:11]=[C:10]2[C:6]([CH:7]=[CH:8][NH:9]2)=[CH:5][CH:4]=1)#[N:2].C([Mg]Br)C.[CH3:16][C:17]1([CH3:25])[C:19]([CH3:21])([CH3:20])[CH:18]1[C:22](Cl)=[O:23]. The catalyst is [Cl-].[Zn+2].[Cl-]. The product is [CH3:16][C:17]1([CH3:25])[C:19]([CH3:21])([CH3:20])[CH:18]1[C:22]([C:7]1[C:6]2[C:10](=[CH:11][C:3]([C:1]#[N:2])=[CH:4][CH:5]=2)[NH:9][CH:8]=1)=[O:23]. The yield is 0.490. (2) The reactants are O[CH2:2][C:3]1[CH:4]=[C:5]([C:9]#[N:10])[CH:6]=[N:7][CH:8]=1.Cl.S(Cl)([Cl:14])=O. The catalyst is C(Cl)Cl.O1CCOCC1.C1(C)C=CC=CC=1. The product is [Cl:14][CH2:2][C:3]1[CH:4]=[C:5]([C:9]#[N:10])[CH:6]=[N:7][CH:8]=1. The yield is 0.730.